Task: Predict the product of the given reaction.. Dataset: Forward reaction prediction with 1.9M reactions from USPTO patents (1976-2016) (1) Given the reactants [I-].[CH2:2]([N+:5]1[CH:10]=[CH:9][C:8]([N:11]2[CH2:15][CH2:14][CH2:13][CH2:12]2)=[CH:7][CH:6]=1)[CH2:3][CH3:4].[OH-:16], predict the reaction product. The product is: [OH-:16].[CH2:2]([N+:5]1[CH:6]=[CH:7][C:8]([N:11]2[CH2:15][CH2:14][CH2:13][CH2:12]2)=[CH:9][CH:10]=1)[CH2:3][CH3:4]. (2) The product is: [CH2:17]([O:16][C:14]1[CH:13]=[CH:12][C:9]([C:10]#[N:11])=[C:8]([F:7])[CH:15]=1)[C:18]1[CH:23]=[CH:22][CH:21]=[CH:20][CH:19]=1. Given the reactants C(=O)([O-])[O-].[K+].[K+].[F:7][C:8]1[CH:15]=[C:14]([OH:16])[CH:13]=[CH:12][C:9]=1[C:10]#[N:11].[CH2:17](Br)[C:18]1[CH:23]=[CH:22][CH:21]=[CH:20][CH:19]=1, predict the reaction product. (3) Given the reactants [NH2:1][CH2:2][CH2:3][CH2:4][N:5]1[CH2:10][CH2:9][N:8]([CH2:11][CH2:12][CH2:13][NH2:14])[CH2:7][CH2:6]1.[CH2:15]([CH2:19][CH:20]=[O:21])[CH2:16][CH:17]=[O:18].Cl, predict the reaction product. The product is: [NH2:14][CH2:13][CH2:12][CH2:11][N:8]1[CH2:7][CH2:6][N:5]([CH2:4][CH2:3][CH2:2][NH2:1])[CH2:10][CH2:9]1.[CH2:15]([CH2:19][CH:20]=[O:21])[CH2:16][CH:17]=[O:18]. (4) The product is: [CH3:1][C@@H:2]1[CH2:7][N:6]([C:8]2[C:9]([C:27]#[N:26])=[CH:10][C:11]3[O:12][CH2:13][C:14](=[O:18])[NH:15][C:16]=3[N:17]=2)[C@H:5]([C:19]2[CH:20]=[CH:21][CH:22]=[CH:23][CH:24]=2)[CH2:4][O:3]1. Given the reactants [CH3:1][C@@H:2]1[CH2:7][N:6]([C:8]2[CH:9]=[CH:10][C:11]3[O:12][CH2:13][C:14](=[O:18])[NH:15][C:16]=3[N:17]=2)[C@H:5]([C:19]2[CH:24]=[CH:23][CH:22]=[CH:21][CH:20]=2)[CH2:4][O:3]1.Br[N:26]1C(=O)CC[C:27]1=O, predict the reaction product. (5) Given the reactants Br[C:2]1[CH:7]=[CH:6][C:5]([Cl:8])=[C:4]([CH2:9][C:10]2[CH:15]=[CH:14][C:13]([CH2:16][CH2:17][O:18][CH:19]3[CH2:21][CH2:20]3)=[CH:12][CH:11]=2)[CH:3]=1.[Li][CH2:23]CCC.C[Si](C)(C)[O:29][C@@H:30]1[C@@H:35]([O:36][Si](C)(C)C)[C@H:34]([O:41][Si](C)(C)C)[C@@H:33]([CH2:46][O:47][Si](C)(C)C)[O:32][C:31]1=[O:52].CS(O)(=O)=O, predict the reaction product. The product is: [Cl:8][C:5]1[CH:6]=[CH:7][C:2]([C:31]2([O:52][CH3:23])[C@H:30]([OH:29])[C@@H:35]([OH:36])[C@H:34]([OH:41])[C@@H:33]([CH2:46][OH:47])[O:32]2)=[CH:3][C:4]=1[CH2:9][C:10]1[CH:15]=[CH:14][C:13]([CH2:16][CH2:17][O:18][CH:19]2[CH2:21][CH2:20]2)=[CH:12][CH:11]=1. (6) Given the reactants [OH:1][C:2]1[CH:7]=[CH:6][C:5]([CH2:8][CH2:9][C:10]([OH:12])=O)=[CH:4][C:3]=1[O:13][CH3:14].[CH:15]1[C:24]2[C:19](=[CH:20][CH:21]=[CH:22][CH:23]=2)[CH:18]=[CH:17][C:16]=1[CH2:25][NH2:26].CCN=C=NCCCN(C)C.CN(C)C=O, predict the reaction product. The product is: [CH:15]1[C:24]2[C:19](=[CH:20][CH:21]=[CH:22][CH:23]=2)[CH:18]=[CH:17][C:16]=1[CH2:25][NH:26][C:10](=[O:12])[CH2:9][CH2:8][C:5]1[CH:6]=[CH:7][C:2]([OH:1])=[C:3]([O:13][CH3:14])[CH:4]=1.